From a dataset of Forward reaction prediction with 1.9M reactions from USPTO patents (1976-2016). Predict the product of the given reaction. (1) The product is: [ClH:16].[Cl:16][C:17]1[N:21]2[CH:22]=[CH:23][C:24]([CH:26]3[CH2:31][CH2:30][NH:29][CH2:28][CH2:27]3)=[CH:25][C:20]2=[CH:19][N:18]=1. Given the reactants Cl.N1CCC(C2C=CC(C#N)=CC=2)CC1.[Cl:16][C:17]1[N:21]2[CH:22]=[CH:23][C:24]([CH:26]3[CH2:31][CH2:30][N:29](C(OC(C)(C)C)=O)[CH2:28][CH2:27]3)=[CH:25][C:20]2=[CH:19][N:18]=1.C(C1C=CC(C2CCN(C(OC(C)(C)C)=O)CC2)=CC=1)#N, predict the reaction product. (2) Given the reactants [Cl:1][C:2]1[CH:3]=[C:4]([CH:12]([CH2:30][C@H:31]2[CH2:51][CH2:50][C:33]3([O:37][C@H:36]([C:38]4[CH:43]=[CH:42][CH:41]=[CH:40][CH:39]=4)[C@@H:35]([C:44]4[CH:49]=[CH:48][CH:47]=[CH:46][CH:45]=4)[O:34]3)[CH2:32]2)[C:13](=O)[CH2:14][CH2:15][C:16]([C:18]2[CH:23]=[CH:22][C:21]([CH:24]3[O:28]CCO3)=[CH:20][N:19]=2)=O)[CH:5]=[CH:6][C:7]=1[S:8]([CH3:11])(=[O:10])=[O:9].C([O-])(=O)C.[NH4+:56].C(=O)([O-])O.[Na+], predict the reaction product. The product is: [Cl:1][C:2]1[CH:3]=[C:4]([CH:12]([C:13]2[NH:56][C:16]([C:18]3[N:19]=[CH:20][C:21]([CH:24]=[O:28])=[CH:22][CH:23]=3)=[CH:15][CH:14]=2)[CH2:30][C@H:31]2[CH2:51][CH2:50][C:33]3([O:37][C@H:36]([C:38]4[CH:39]=[CH:40][CH:41]=[CH:42][CH:43]=4)[C@@H:35]([C:44]4[CH:45]=[CH:46][CH:47]=[CH:48][CH:49]=4)[O:34]3)[CH2:32]2)[CH:5]=[CH:6][C:7]=1[S:8]([CH3:11])(=[O:10])=[O:9]. (3) Given the reactants FC(F)(F)S(O[C:7]1[CH:12]=[C:11]([CH3:13])[C:10]([C:14](=[O:23])[NH:15][CH:16]2[CH2:21][CH2:20][CH2:19][CH2:18][CH:17]2[CH3:22])=[C:9]([CH3:24])[CH:8]=1)(=O)=O.CCO.[O:30]1[CH:34]=[CH:33][CH:32]=[C:31]1B(O)O.C([O-])([O-])=O.[K+].[K+], predict the reaction product. The product is: [O:30]1[CH:34]=[CH:33][CH:32]=[C:31]1[C:7]1[CH:12]=[C:11]([CH3:13])[C:10]([C:14]([NH:15][CH:16]2[CH2:21][CH2:20][CH2:19][CH2:18][CH:17]2[CH3:22])=[O:23])=[C:9]([CH3:24])[CH:8]=1.